From a dataset of Full USPTO retrosynthesis dataset with 1.9M reactions from patents (1976-2016). Predict the reactants needed to synthesize the given product. (1) Given the product [S:48]1[CH:49]=[C:45]([CH2:44][N:34]([C@@H:35]([CH3:43])[CH:36]([O:37][CH2:38][CH3:39])[O:40][CH2:41][CH3:42])[C:32](=[O:33])[C@@H:23]([NH:22][C:19](=[O:21])[CH2:18][N:2]([CH3:1])[NH:3][C:4](=[O:17])[NH:5][CH2:6][C:7]2[C:16]3[C:11](=[CH:12][CH:13]=[CH:14][CH:15]=3)[CH:10]=[CH:9][CH:8]=2)[CH2:24][C:25]([O:27][C:28]([CH3:29])([CH3:30])[CH3:31])=[O:26])[C:46]2[CH:53]=[CH:52][CH:51]=[CH:50][C:47]1=2, predict the reactants needed to synthesize it. The reactants are: [CH3:1][N:2]([CH2:18][C:19]([OH:21])=O)[NH:3][C:4](=[O:17])[NH:5][CH2:6][C:7]1[C:16]2[C:11](=[CH:12][CH:13]=[CH:14][CH:15]=2)[CH:10]=[CH:9][CH:8]=1.[NH2:22][C@H:23]([C:32]([N:34]([CH2:44][C:45]1[C:46]2[CH:53]=[CH:52][CH:51]=[CH:50][C:47]=2[S:48][CH:49]=1)[C@@H:35]([CH3:43])[CH:36]([O:40][CH2:41][CH3:42])[O:37][CH2:38][CH3:39])=[O:33])[CH2:24][C:25]([O:27][C:28]([CH3:31])([CH3:30])[CH3:29])=[O:26]. (2) The reactants are: [CH2:1]([S:7]CC(O)=O)[C@H:2]([NH2:6])[C:3]([OH:5])=[O:4].[CH2:12]1OC(CI)[O:14][CH:13]1CO. Given the product [C:13]([NH:6][C@H:2]([C:3]([OH:5])=[O:4])[CH2:1][SH:7])(=[O:14])[CH3:12], predict the reactants needed to synthesize it. (3) Given the product [CH3:9][O:8][C:1](/[CH:2]=[CH:3]/[C:4]([O:6][CH2:11][C:12]([NH:14][CH2:15][CH2:16][CH2:17][C:18]([OH:20])=[O:19])=[O:13])=[O:5])=[O:7], predict the reactants needed to synthesize it. The reactants are: [C:1]([O:8][CH3:9])(=[O:7])/[CH:2]=[CH:3]/[C:4]([OH:6])=[O:5].Cl[CH2:11][C:12]([NH:14][CH2:15][CH2:16][CH2:17][C:18]([O:20]C(C)(C)C)=[O:19])=[O:13]. (4) The reactants are: C(=O)([O-])[O-].[K+].[K+].[C:7]([C:9]1[CH:14]=[CH:13][C:12]([N+:15]([O-:17])=[O:16])=[CH:11][CH:10]=1)#[N:8].Cl.[SH:19][CH2:20][CH2:21]N. Given the product [N+:15]([C:12]1[CH:11]=[CH:10][C:9]([C:7]2[S:19][CH2:20][CH2:21][N:8]=2)=[CH:14][CH:13]=1)([O-:17])=[O:16], predict the reactants needed to synthesize it. (5) The reactants are: [CH2:1]=[CH:2][CH:3]([OH:6])[CH2:4][OH:5].[C:7]1(=O)[CH2:12][CH2:11][CH2:10][CH2:9][CH2:8]1. Given the product [CH:2]([CH:3]1[CH2:4][O:5][C:7]2([CH2:12][CH2:11][CH2:10][CH2:9][CH2:8]2)[O:6]1)=[CH2:1], predict the reactants needed to synthesize it. (6) The reactants are: [CH3:1][O:2][C:3]1[N:29]=[CH:28][CH:27]=[CH:26][C:4]=1[C:5]([NH:7][CH:8]1[C:14]2=[N:15][C:16]([C:20]3[CH:25]=[CH:24][N:23]=[CH:22][N:21]=3)=[CH:17][C:18](=[O:19])[N:13]2[CH2:12][CH2:11][NH:10][CH2:9]1)=[O:6].C=O.[C:32](O[BH-](OC(=O)C)OC(=O)C)(=O)C.[Na+]. Given the product [CH3:1][O:2][C:3]1[N:29]=[CH:28][CH:27]=[CH:26][C:4]=1[C:5]([NH:7][CH:8]1[C:14]2=[N:15][C:16]([C:20]3[CH:25]=[CH:24][N:23]=[CH:22][N:21]=3)=[CH:17][C:18](=[O:19])[N:13]2[CH2:12][CH2:11][N:10]([CH3:32])[CH2:9]1)=[O:6], predict the reactants needed to synthesize it. (7) Given the product [Br:1][C:2]1[CH:3]=[C:4]([CH2:5][N:10]2[CH2:14][CH2:13][CH2:12][CH2:11]2)[CH:7]=[CH:8][N:9]=1, predict the reactants needed to synthesize it. The reactants are: [Br:1][C:2]1[CH:3]=[C:4]([CH:7]=[CH:8][N:9]=1)[CH:5]=O.[NH:10]1[CH2:14][CH2:13][CH2:12][CH2:11]1.C(O[BH-](OC(=O)C)OC(=O)C)(=O)C.[Na+].C(=O)([O-])O.[Na+]. (8) The reactants are: [CH:1]1([CH2:4][N:5]2[C:10](=[O:11])[C:9]([CH3:12])=[CH:8][NH:7][C:6]2=[O:13])[CH2:3][CH2:2]1.[CH2:14]([N:20]=[C:21]=[O:22])[CH2:15][CH2:16][CH2:17][CH2:18][CH3:19]. Given the product [CH:1]1([CH2:4][N:5]2[C:10](=[O:11])[C:9]([CH3:12])=[CH:8][N:7]([C:21]([NH:20][CH2:14][CH2:15][CH2:16][CH2:17][CH2:18][CH3:19])=[O:22])[C:6]2=[O:13])[CH2:2][CH2:3]1, predict the reactants needed to synthesize it. (9) The reactants are: [CH3:1][O:2][C:3]([NH:5][C@@H:6]1[CH:14]2[C:15](=[O:22])[CH2:16][C@H:17]([C:19]([OH:21])=[O:20])[CH2:18][N:12]3[C:13]2=[C:9]([CH:10]=[CH:11]3)[C:8](=[O:23])[CH2:7]1)=[O:4].CN(C(ON1N=NC2C=CC=NC1=2)=[N+](C)C)C.F[P-](F)(F)(F)(F)F.CCN(C(C)C)C(C)C.[Br:57][C:58]1[CH:63]=[CH:62][C:61]([C:64](=[O:68])[CH2:65]NBr)=[CH:60][CH:59]=1.Cl. Given the product [Br:57][C:58]1[CH:63]=[CH:62][C:61]([C:64](=[O:68])[CH2:65][O:20][C:19]([C@@H:17]2[CH2:18][N:12]3[C:13]4[CH:14]([C@@H:6]([NH:5][C:3]([O:2][CH3:1])=[O:4])[CH2:7][C:8](=[O:23])[C:9]=4[CH:10]=[CH:11]3)[C:15](=[O:22])[CH2:16]2)=[O:21])=[CH:60][CH:59]=1, predict the reactants needed to synthesize it. (10) Given the product [Cl:11][C:9]1[CH:8]=[CH:7][C:3]([C:4]([NH2:6])=[O:5])=[C:2]([NH:21][C:18]2[CH:17]=[CH:16][C:15]([N:14]([CH2:22][CH3:23])[CH2:12][CH3:13])=[CH:20][CH:19]=2)[N:10]=1, predict the reactants needed to synthesize it. The reactants are: Cl[C:2]1[N:10]=[C:9]([Cl:11])[CH:8]=[CH:7][C:3]=1[C:4]([NH2:6])=[O:5].[CH2:12]([N:14]([CH2:22][CH3:23])[C:15]1[CH:20]=[CH:19][C:18]([NH2:21])=[CH:17][CH:16]=1)[CH3:13].C[Si]([N-][Si](C)(C)C)(C)C.[Li+].